From a dataset of Reaction yield outcomes from USPTO patents with 853,638 reactions. Predict the reaction yield, written as a fraction of the theoretical maximum amount of product (1.0 means a 100% yield; for example, 0.34 means a 34% yield). (1) The reactants are [C:1]([O:5][C:6]([N:8]1[CH2:14][CH2:13][C:12]2[C:15]([SH:20])=[C:16]([Cl:19])[CH:17]=[CH:18][C:11]=2[CH2:10][CH2:9]1)=[O:7])([CH3:4])([CH3:3])[CH3:2].C(N(CC)CC)C.CS(O[CH2:33][C:34]1[CH:39]=[CH:38][C:37]([C:40]([C:42]2[CH:43]=[N:44][CH:45]=[CH:46][CH:47]=2)=[O:41])=[CH:36][CH:35]=1)(=O)=O. The catalyst is CS(C)=O.CCCCCC.CCOC(C)=O. The product is [C:1]([O:5][C:6]([N:8]1[CH2:14][CH2:13][C:12]2[C:15]([S:20][CH2:33][C:34]3[CH:35]=[CH:36][C:37]([C:40]([C:42]4[CH:43]=[N:44][CH:45]=[CH:46][CH:47]=4)=[O:41])=[CH:38][CH:39]=3)=[C:16]([Cl:19])[CH:17]=[CH:18][C:11]=2[CH2:10][CH2:9]1)=[O:7])([CH3:4])([CH3:2])[CH3:3]. The yield is 0.640. (2) The reactants are Cl[C:2]1[N:6]([CH:7]2[CH2:9][CH2:8]2)[N:5]=[CH:4][C:3]=1[N+:10]([O-:12])=[O:11].[F:13][C:14]([F:26])([F:25])[C:15]([NH:17][C@@H:18]1[CH2:24][CH2:23][CH2:22][NH:21][CH2:20][CH2:19]1)=[O:16]. No catalyst specified. The product is [CH:7]1([N:6]2[C:2]([N:21]3[CH2:22][CH2:23][CH2:24][C@@H:18]([NH:17][C:15](=[O:16])[C:14]([F:25])([F:13])[F:26])[CH2:19][CH2:20]3)=[C:3]([N+:10]([O-:12])=[O:11])[CH:4]=[N:5]2)[CH2:9][CH2:8]1. The yield is 0.610. (3) The reactants are I[C:2]1[CH:7]=[CH:6][N:5]=[C:4]([N:8]2[C:16]3[CH2:15][C:14]([CH3:18])([CH3:17])[CH2:13][CH2:12][C:11]=3[C:10]([C:19]([NH2:21])=[O:20])=[N:9]2)[CH:3]=1.[C:22]([C@:24]1([OH:31])[CH2:28][CH2:27][N:26]([CH3:29])[C:25]1=[O:30])#[CH:23]. No catalyst specified. The product is [OH:31][C@@:24]1([C:22]#[C:23][C:2]2[CH:7]=[CH:6][N:5]=[C:4]([N:8]3[C:16]4[CH2:15][C:14]([CH3:18])([CH3:17])[CH2:13][CH2:12][C:11]=4[C:10]([C:19]([NH2:21])=[O:20])=[N:9]3)[CH:3]=2)[CH2:28][CH2:27][N:26]([CH3:29])[C:25]1=[O:30]. The yield is 0.490.